Dataset: Reaction yield outcomes from USPTO patents with 853,638 reactions. Task: Predict the reaction yield, written as a fraction of the theoretical maximum amount of product (1.0 means a 100% yield; for example, 0.34 means a 34% yield). (1) The reactants are [NH2:1][N:2]1[C:11]2[C:6](=[CH:7][CH:8]=[CH:9][CH:10]=2)[C:5]([OH:12])=[C:4]([C:13]([NH:15][C:16]2[CH:21]=[CH:20][C:19]([O:22][CH2:23][C:24]3[CH:29]=[CH:28][CH:27]=[CH:26][CH:25]=3)=[CH:18][C:17]=2[S:30]([NH2:33])(=[O:32])=[O:31])=O)[C:3]1=[O:34].Cl. The catalyst is [OH-].[K+]. The product is [NH2:1][N:2]1[C:11]2[C:6](=[CH:7][CH:8]=[CH:9][CH:10]=2)[C:5]([OH:12])=[C:4]([C:13]2[NH:15][C:16]3[CH:21]=[CH:20][C:19]([O:22][CH2:23][C:24]4[CH:29]=[CH:28][CH:27]=[CH:26][CH:25]=4)=[CH:18][C:17]=3[S:30](=[O:32])(=[O:31])[N:33]=2)[C:3]1=[O:34]. The yield is 0.670. (2) The reactants are [C:1]([CH2:4][C@H:5]([OH:46])[CH2:6][C@H:7]([OH:45])[CH2:8][CH2:9][C:10]1[N:14]([CH:15]([CH3:17])[CH3:16])[C:13]([C:18]([NH:20][CH2:21][C:22]2[CH:30]=[CH:29][C:25]([C:26]([OH:28])=[O:27])=[CH:24][CH:23]=2)=[O:19])=[C:12]([C:31]2[CH:36]=[CH:35][C:34]([F:37])=[CH:33][CH:32]=2)[C:11]=1[C:38]1[CH:43]=[CH:42][C:41]([F:44])=[CH:40][CH:39]=1)([OH:3])=[O:2].C(O)C.[OH-].[Na+:51]. The catalyst is O. The product is [Na+:51].[Na+:51].[C:1]([CH2:4][C@H:5]([OH:46])[CH2:6][C@H:7]([OH:45])[CH2:8][CH2:9][C:10]1[N:14]([CH:15]([CH3:16])[CH3:17])[C:13]([C:18]([NH:20][CH2:21][C:22]2[CH:30]=[CH:29][C:25]([C:26]([O-:28])=[O:27])=[CH:24][CH:23]=2)=[O:19])=[C:12]([C:31]2[CH:32]=[CH:33][C:34]([F:37])=[CH:35][CH:36]=2)[C:11]=1[C:38]1[CH:39]=[CH:40][C:41]([F:44])=[CH:42][CH:43]=1)([OH:3])=[O:2].[C:1]([CH2:4][C@H:5]([OH:46])[CH2:6][C@H:7]([OH:45])[CH2:8][CH2:9][C:10]1[N:14]([CH:15]([CH3:16])[CH3:17])[C:13]([C:18]([NH:20][CH2:21][C:22]2[CH:30]=[CH:29][C:25]([C:26]([O-:28])=[O:27])=[CH:24][CH:23]=2)=[O:19])=[C:12]([C:31]2[CH:32]=[CH:33][C:34]([F:37])=[CH:35][CH:36]=2)[C:11]=1[C:38]1[CH:39]=[CH:40][C:41]([F:44])=[CH:42][CH:43]=1)([OH:3])=[O:2]. The yield is 0.990. (3) The product is [C:12]([C:15]1[CH:16]=[C:17]([C:18]([NH:21][C:9](=[O:10])[CH2:8][C:5]2[CH:6]=[CH:7][C:2]([Cl:1])=[CH:3][CH:4]=2)([CH3:20])[CH3:19])[CH:22]=[CH:23][CH:24]=1)(=[O:14])[CH3:13]. The yield is 0.800. The catalyst is ClCCl. The reactants are [Cl:1][C:2]1[CH:7]=[CH:6][C:5]([CH2:8][C:9](Cl)=[O:10])=[CH:4][CH:3]=1.[C:12]([C:15]1[CH:16]=[C:17]([CH:22]=[CH:23][CH:24]=1)[C:18]([NH2:21])([CH3:20])[CH3:19])(=[O:14])[CH3:13].C(N(CC)CC)C. (4) The reactants are Br[C:2]1[CH:3]=[C:4]2[C:8](=CC=1)[NH:7]C=[CH:5]2.C([O-])([O-])=O.[K+].[K+].IC.[CH3:19][N:20]1[C:24](=O)[CH2:23][CH2:22][CH2:21]1. The catalyst is CN(C=O)C. The product is [CH3:19][N:20]1[C:24]2[C:23](=[CH:5][C:4]([C:8]#[N:7])=[CH:3][CH:2]=2)[CH:22]=[CH:21]1. The yield is 0.700.